This data is from Forward reaction prediction with 1.9M reactions from USPTO patents (1976-2016). The task is: Predict the product of the given reaction. (1) Given the reactants [NH2:1][CH2:2][CH2:3][CH2:4][O:5][C:6]1[CH:7]=[CH:8][C:9]2[C:10]3[N:19]([NH:20][CH:21]([CH3:23])[CH3:22])[C:18]([CH2:24][O:25][CH2:26][CH3:27])=[N:17][C:11]=3[C:12]([NH2:16])=[N:13][C:14]=2[CH:15]=1.C(N(CC)CC)C.[CH3:35][S:36](Cl)(=[O:38])=[O:37], predict the reaction product. The product is: [NH2:16][C:12]1[C:11]2[N:17]=[C:18]([CH2:24][O:25][CH2:26][CH3:27])[N:19]([NH:20][CH:21]([CH3:22])[CH3:23])[C:10]=2[C:9]2[CH:8]=[CH:7][C:6]([O:5][CH2:4][CH2:3][CH2:2][NH:1][S:36]([CH3:35])(=[O:38])=[O:37])=[CH:15][C:14]=2[N:13]=1. (2) Given the reactants [CH3:1][O:2][C:3]1[CH:4]=[CH:5][C:6]2[C:10]([O:11][C:12]3[CH:17]=[CH:16][C:15](/[CH:18]=[CH:19]/[C:20]([O:22][C:23]([CH3:26])([CH3:25])[CH3:24])=[O:21])=[CH:14][CH:13]=3)=[CH:9][S:8][C:7]=2[CH:27]=1.Br[C:29]1[CH:34]=[CH:33][C:32]([C:35]([F:38])([F:37])[F:36])=[CH:31][CH:30]=1.BrC1C=CC(F)=CC=1.CC(C)(C)C(O)=O.C(=O)([O-])[O-].[K+].[K+], predict the reaction product. The product is: [CH3:1][O:2][C:3]1[CH:4]=[CH:5][C:6]2[C:10]([O:11][C:12]3[CH:17]=[CH:16][C:15](/[CH:18]=[CH:19]/[C:20]([O:22][C:23]([CH3:24])([CH3:26])[CH3:25])=[O:21])=[CH:14][CH:13]=3)=[C:9]([C:29]3[CH:34]=[CH:33][C:32]([C:35]([F:38])([F:37])[F:36])=[CH:31][CH:30]=3)[S:8][C:7]=2[CH:27]=1. (3) Given the reactants [C:1]12([NH2:11])[CH2:10][CH:5]3[CH2:6][CH:7]([CH2:9][CH:3]([CH2:4]3)[CH2:2]1)[CH2:8]2.[OH:12][C:13]1[CH:14]=[C:15]([CH:18]=[CH:19][CH:20]=1)[CH:16]=O, predict the reaction product. The product is: [C:1]12([NH:11][CH2:16][C:15]3[CH:14]=[C:13]([OH:12])[CH:20]=[CH:19][CH:18]=3)[CH2:8][CH:7]3[CH2:6][CH:5]([CH2:4][CH:3]([CH2:9]3)[CH2:2]1)[CH2:10]2. (4) Given the reactants [O:1]=[C:2]1[C:6]2([CH2:11][CH2:10][NH:9][CH2:8][CH2:7]2)[CH:5]([C:12]2[CH:17]=[CH:16][CH:15]=[CH:14][CH:13]=2)[CH2:4][N:3]1[CH2:18][C:19]1[CH:20]=[C:21]([CH:26]=[CH:27][CH:28]=1)[C:22]([O:24][CH3:25])=[O:23].I[CH2:30][CH2:31][CH2:32][N:33]1[C:37]2[CH:38]=[CH:39][C:40](=O)[CH2:41][C:36]=2[NH:35][C:34]1=[O:43].C(=O)([O-])[O-].[K+].[K+], predict the reaction product. The product is: [O:1]=[C:2]1[C:6]2([CH2:11][CH2:10][N:9]([CH2:30][CH2:31][CH2:32][N:33]3[C:37]4[CH:38]=[CH:39][CH:40]=[CH:41][C:36]=4[NH:35][C:34]3=[O:43])[CH2:8][CH2:7]2)[CH:5]([C:12]2[CH:17]=[CH:16][CH:15]=[CH:14][CH:13]=2)[CH2:4][N:3]1[CH2:18][C:19]1[CH:20]=[C:21]([CH:26]=[CH:27][CH:28]=1)[C:22]([O:24][CH3:25])=[O:23]. (5) Given the reactants Cl.[Cl:2][C:3]1[CH:4]=[C:5]([CH:11]([C:28]([F:31])([F:30])[F:29])/[CH:12]=[CH:13]/[C:14]2[CH:24]=[CH:23][C:17]([C:18]([O:20]CC)=[O:19])=[C:16]([N+:25]([O-:27])=[O:26])[CH:15]=2)[CH:6]=[C:7]([Cl:10])[C:8]=1[F:9], predict the reaction product. The product is: [Cl:2][C:3]1[CH:4]=[C:5]([CH:11]([C:28]([F:31])([F:30])[F:29])/[CH:12]=[CH:13]/[C:14]2[CH:24]=[CH:23][C:17]([C:18]([OH:20])=[O:19])=[C:16]([N+:25]([O-:27])=[O:26])[CH:15]=2)[CH:6]=[C:7]([Cl:10])[C:8]=1[F:9].